From a dataset of Full USPTO retrosynthesis dataset with 1.9M reactions from patents (1976-2016). Predict the reactants needed to synthesize the given product. (1) Given the product [CH2:23]([C@:25]12[CH2:51][CH2:50][C@@:47]([CH2:49][CH2:2][CH3:3])([OH:48])[CH2:46][C@@H:26]1[CH2:27][CH2:28][CH2:29][C:30]1[CH:38]=[C:37]3[C:33](=[CH:32][C:31]=12)[CH:34]=[N:35][N:36]3[C:39]1[CH:40]=[CH:41][C:42]([F:45])=[CH:43][CH:44]=1)[CH3:24].[CH2:23]([C@@:25]12[CH2:51][CH2:50][C@:47]([CH2:49][CH2:52][CH3:53])([OH:48])[CH2:46][C@H:26]1[CH2:27][CH2:28][CH2:29][C:30]1[CH:38]=[C:37]3[C:33](=[CH:32][C:31]=12)[CH:34]=[N:35][N:36]3[C:39]1[CH:40]=[CH:41][C:42]([F:45])=[CH:43][CH:44]=1)[CH3:24], predict the reactants needed to synthesize it. The reactants are: F[C:2]1C=CC(N2C3C(=CC=C(CCCC(O)=O)C=3)C=N2)=C[CH:3]=1.[CH2:23]([C:25]12[CH2:51][CH2:50][C:47]3([CH2:49][O:48]3)[CH2:46][CH:26]1[CH2:27][CH2:28][CH2:29][C:30]1[C:31]2=[CH:32][C:33]2[CH:34]=[N:35][N:36]([C:39]3[CH:44]=[CH:43][C:42]([F:45])=[CH:41][CH:40]=3)[C:37]=2[CH:38]=1)[CH3:24].[CH2:52]([Mg]Br)[CH3:53].[NH4+].[Cl-]. (2) The reactants are: FC(F)(F)C(O)=O.[Cl:8][C:9]1[CH:14]=[C:13]2[NH:15][C:16](=[O:38])[C:17]3([CH:21]([C:22]4[CH:27]=[CH:26][CH:25]=[C:24]([Cl:28])[C:23]=4[F:29])[CH:20]([C:30](O)=[O:31])[NH:19][CH:18]3[CH2:33][C:34]([CH3:37])([CH3:36])[CH3:35])[C:12]2=[CH:11][CH:10]=1.C(N(C(C)C)CC)(C)C.C1(P(Cl)(C2C=CC=CC=2)=O)C=CC=CC=1.[NH2:63][C:64]1[O:68][C:67]([C:69]([O:71][CH3:72])=[O:70])=[CH:66][CH:65]=1. Given the product [CH3:72][O:71][C:69]([C:67]1[O:68][C:64]([NH:63][C:30]([C@@H:20]2[NH:19][C@@H:18]([CH2:33][C:34]([CH3:36])([CH3:37])[CH3:35])[C@:17]3([C:12]4[C:13](=[CH:14][C:9]([Cl:8])=[CH:10][CH:11]=4)[NH:15][C:16]3=[O:38])[C@H:21]2[C:22]2[CH:27]=[CH:26][CH:25]=[C:24]([Cl:28])[C:23]=2[F:29])=[O:31])=[CH:65][CH:66]=1)=[O:70], predict the reactants needed to synthesize it. (3) Given the product [CH2:1]([O:3][C:4]([C:6]1[CH:11]=[C:10]([Cl:33])[N:9]2[N:13]=[C:14]([C:16]3[CH:21]=[CH:20][CH:19]=[CH:18][CH:17]=3)[CH:15]=[C:8]2[N:7]=1)=[O:5])[CH3:2], predict the reactants needed to synthesize it. The reactants are: [CH2:1]([O:3][C:4]([C:6]1[NH:7][C:8]2[N:9]([N:13]=[C:14]([C:16]3[CH:21]=[CH:20][CH:19]=[CH:18][CH:17]=3)[CH:15]=2)[C:10](=O)[CH:11]=1)=[O:5])[CH3:2].C(OC(C1C=C([Cl:33])N2N=CC=C2N=1)=O)C. (4) Given the product [O:4]=[C:2]1[N:20]([CH:21]2[CH2:26][CH2:25][N:24]([C:27]([O:29][C:30]([CH3:33])([CH3:32])[CH3:31])=[O:28])[CH2:23][CH2:22]2)[C:15]2=[N:16][CH:17]=[CH:18][CH:19]=[C:14]2[NH:13]1, predict the reactants needed to synthesize it. The reactants are: Cl[C:2](Cl)([O:4]C(=O)OC(Cl)(Cl)Cl)Cl.[NH2:13][C:14]1[C:15]([NH:20][CH:21]2[CH2:26][CH2:25][N:24]([C:27]([O:29][C:30]([CH3:33])([CH3:32])[CH3:31])=[O:28])[CH2:23][CH2:22]2)=[N:16][CH:17]=[CH:18][CH:19]=1.CCN(C(C)C)C(C)C.C([O-])(O)=O.[Na+]. (5) The reactants are: Br[C:2]1[CH:7]=[CH:6][C:5]([C:8]2[C:9](=[O:18])[CH:10]3[CH2:17][CH:13]([C:14]=2[O:15][CH3:16])[CH2:12][CH2:11]3)=[C:4]([CH3:19])[CH:3]=1.[F-].[Cs+].[CH2:22]([Sn](CCCC)(CCCC)C=CC)[CH2:23][CH2:24]C. Given the product [CH3:16][O:15][C:14]1[CH:13]2[CH2:17][CH:10]([C:9](=[O:18])[C:8]=1[C:5]1[CH:6]=[CH:7][C:2]([C:22]#[C:23][CH3:24])=[CH:3][C:4]=1[CH3:19])[CH2:11][CH2:12]2, predict the reactants needed to synthesize it. (6) Given the product [F:5][C:6]1[C:11]([CH3:12])=[CH:10][C:9]([N+:1]([O-:4])=[O:2])=[C:8]([OH:13])[CH:7]=1, predict the reactants needed to synthesize it. The reactants are: [N+:1]([O-:4])(O)=[O:2].[F:5][C:6]1[CH:7]=[C:8]([OH:13])[CH:9]=[CH:10][C:11]=1[CH3:12]. (7) Given the product [C:28]([OH:35])(=[O:27])/[CH:31]=[CH:37]/[C:36]([OH:39])=[O:38].[F:1][C:2]1[C:7]([C:8]2[N:12]([S:13]([C:16]3[CH:21]=[CH:20][CH:19]=[C:18]([O:22][CH3:23])[CH:17]=3)(=[O:14])=[O:15])[CH:11]=[C:10]([CH2:24][NH:25][CH3:26])[CH:9]=2)=[CH:6][CH:5]=[CH:4][N:3]=1, predict the reactants needed to synthesize it. The reactants are: [F:1][C:2]1[C:7]([C:8]2[N:12]([S:13]([C:16]3[CH:21]=[CH:20][CH:19]=[C:18]([O:22][CH3:23])[CH:17]=3)(=[O:15])=[O:14])[CH:11]=[C:10]([CH2:24][N:25](C)[C:26](=O)[O:27][C:28]([CH3:31])(C)C)[CH:9]=2)=[CH:6][CH:5]=[CH:4][N:3]=1.C[OH:35].[C:36]([O:39]CC)(=[O:38])[CH3:37].Cl. (8) Given the product [I:1][C:2]1[CH:7]=[CH:6][C:5]([O:8][C@H:22]2[CH2:25][C@H:24]([N:26]3[CH2:31][CH2:30][CH2:29][CH2:28][CH2:27]3)[CH2:23]2)=[CH:4][CH:3]=1, predict the reactants needed to synthesize it. The reactants are: [I:1][C:2]1[CH:7]=[CH:6][C:5]([OH:8])=[CH:4][CH:3]=1.[H-].[Na+].CC1C=CC(S(O[C@H:22]2[CH2:25][C@@H:24]([N:26]3[CH2:31][CH2:30][CH2:29][CH2:28][CH2:27]3)[CH2:23]2)(=O)=O)=CC=1.